This data is from Reaction yield outcomes from USPTO patents with 853,638 reactions. The task is: Predict the reaction yield, written as a fraction of the theoretical maximum amount of product (1.0 means a 100% yield; for example, 0.34 means a 34% yield). (1) The product is [CH3:38][O:1][CH2:2][CH:3]1[CH2:12][C:11]2[C:6](=[CH:7][CH:8]=[C:9]([C:13]3[CH:14]=[N:15][N:16]([CH3:18])[CH:17]=3)[CH:10]=2)[N:5]([C:19]2[C:23]3[CH2:24][N:25]([C:28](=[O:30])[CH3:29])[CH2:26][CH2:27][C:22]=3[N:21]([CH:31]3[CH2:35][CH2:34][O:33][CH2:32]3)[N:20]=2)[CH2:4]1. The yield is 0.140. The reactants are [OH:1][CH2:2][CH:3]1[CH2:12][C:11]2[C:6](=[CH:7][CH:8]=[C:9]([C:13]3[CH:14]=[N:15][N:16]([CH3:18])[CH:17]=3)[CH:10]=2)[N:5]([C:19]2[C:23]3[CH2:24][N:25]([C:28](=[O:30])[CH3:29])[CH2:26][CH2:27][C:22]=3[N:21]([C@H:31]3[CH2:35][CH2:34][O:33][CH2:32]3)[N:20]=2)[CH2:4]1.[H-].[Na+].[CH3:38]I. The catalyst is CN(C=O)C. (2) The reactants are [CH2:1]([OH:11])[CH2:2][CH2:3][CH2:4][CH2:5][CH2:6][CH2:7][CH2:8][C:9]#[CH:10].[O:12]1[CH:17]=[CH:16][CH2:15][CH2:14][CH2:13]1.CC1C=CC(S([O-])(=O)=O)=CC=1.C1C=C[NH+]=CC=1. The catalyst is C(Cl)Cl. The product is [O:12]1[CH2:17][CH2:16][CH2:15][CH2:14][CH:13]1[O:11][CH2:1][CH2:2][CH2:3][CH2:4][CH2:5][CH2:6][CH2:7][CH2:8][C:9]#[CH:10]. The yield is 0.980. (3) The reactants are Cl[C:2]1[CH:8]=[CH:7][CH:6]=[CH:5][C:3]=1[NH2:4].[C:9]([CH:12]([CH2:18][C:19]([C:21]1[CH:26]=[CH:25][C:24]([O:27][CH3:28])=[CH:23][CH:22]=1)=O)[C:13]([O:15][CH2:16][CH3:17])=[O:14])(=O)[CH3:10].[CH3:29]CO. No catalyst specified. The product is [CH3:28][O:27][C:24]1[CH:25]=[CH:26][C:21]([C:19]2[N:4]([C:3]3[CH:5]=[CH:6][CH:7]=[CH:8][C:2]=3[CH3:29])[C:9]([CH3:10])=[C:12]([C:13]([O:15][CH2:16][CH3:17])=[O:14])[CH:18]=2)=[CH:22][CH:23]=1. The yield is 0.950. (4) The reactants are [NH:1]([C:8]1[N:9]([C:21]2[CH:26]=[CH:25][CH:24]=[CH:23][CH:22]=2)[C:10]2[C:15]([C:16](=[O:18])[CH:17]=1)=[CH:14][C:13]([F:19])=[C:12](Cl)[N:11]=2)[C:2]1[CH:7]=[CH:6][CH:5]=[CH:4][CH:3]=1.[C:27]([O-:30])([O-])=[O:28].[Cs+].[Cs+].[CH3:33][CH2:34]O. The catalyst is CN(C=O)C.CC([O-])=O.CC([O-])=O.[Pd+2].C1C=CC(P(C2C=CC=CC=2)CCCP(C2C=CC=CC=2)C2C=CC=CC=2)=CC=1. The product is [NH:1]([C:8]1[N:9]([C:21]2[CH:26]=[CH:25][CH:24]=[CH:23][CH:22]=2)[C:10]2[N:11]=[C:12]([C:27]([O:30][CH2:33][CH3:34])=[O:28])[C:13]([F:19])=[CH:14][C:15]=2[C:16](=[O:18])[CH:17]=1)[C:2]1[CH:7]=[CH:6][CH:5]=[CH:4][CH:3]=1. The yield is 0.810. (5) The reactants are Br[C:2]1[C:10]2[O:9][C:8]([CH3:12])([CH3:11])[CH2:7][C:6]=2[C:5]([CH3:13])=[C:4]([NH:14][C:15](=[O:21])[O:16][C:17]([CH3:20])([CH3:19])[CH3:18])[C:3]=1[CH3:22].C([Li])CCC.[CH:28]([C:31]1[CH:38]=[CH:37][C:34]([CH:35]=[O:36])=[CH:33][CH:32]=1)([CH3:30])[CH3:29].O. The catalyst is C1COCC1. The product is [OH:36][CH:35]([C:34]1[CH:37]=[CH:38][C:31]([CH:28]([CH3:30])[CH3:29])=[CH:32][CH:33]=1)[C:2]1[C:10]2[O:9][C:8]([CH3:12])([CH3:11])[CH2:7][C:6]=2[C:5]([CH3:13])=[C:4]([NH:14][C:15](=[O:21])[O:16][C:17]([CH3:20])([CH3:19])[CH3:18])[C:3]=1[CH3:22]. The yield is 0.590. (6) The reactants are [I:1][C:2]1[CH:3]=[CH:4][C:5]2[N:6]([CH:8]=[C:9]([NH2:11])[N:10]=2)[N:7]=1.[CH3:12][O:13][CH2:14][C:15](Cl)=[O:16]. The catalyst is CN(C)C(=O)C. The product is [I:1][C:2]1[CH:3]=[CH:4][C:5]2[N:6]([CH:8]=[C:9]([NH:11][C:15](=[O:16])[CH2:14][O:13][CH3:12])[N:10]=2)[N:7]=1. The yield is 0.790. (7) The reactants are C(OC([N:8]1[CH2:13][CH2:12][N:11]([C:14]2[CH:19]=[CH:18][C:17]([CH2:20][N:21]3[CH2:26][CH2:25][O:24][CH2:23][CH2:22]3)=[CH:16][CH:15]=2)[CH2:10][CH2:9]1)=O)(C)(C)C.C(O)(C(F)(F)F)=O. The catalyst is C(Cl)Cl. The product is [N:11]1([C:14]2[CH:19]=[CH:18][C:17]([CH2:20][N:21]3[CH2:22][CH2:23][O:24][CH2:25][CH2:26]3)=[CH:16][CH:15]=2)[CH2:10][CH2:9][NH:8][CH2:13][CH2:12]1. The yield is 0.720.